This data is from Catalyst prediction with 721,799 reactions and 888 catalyst types from USPTO. The task is: Predict which catalyst facilitates the given reaction. (1) Reactant: [C:1]([C@H:3]1[CH2:7][N:6]([CH2:8][C:9]2[CH:14]=[CH:13][CH:12]=[CH:11][CH:10]=2)[CH2:5][C@H:4]1[C:15]([NH2:17])=[O:16])#[N:2]. Product: [NH2:2][CH2:1][C@@H:3]1[CH2:7][N:6]([CH2:8][C:9]2[CH:14]=[CH:13][CH:12]=[CH:11][CH:10]=2)[CH2:5][C@@H:4]1[C:15]([NH2:17])=[O:16]. The catalyst class is: 5. (2) Reactant: [Br:1][C:2]1[CH:7]=[C:6]([CH3:8])[C:5]([N:9]2[C:13]3[N:14]=[C:15]([CH3:26])[N:16]=[C:17]([N:18]4[CH2:23][CH2:22][CH:21]([CH2:24][OH:25])[CH2:20][CH2:19]4)[C:12]=3[C:11]([CH3:27])=[CH:10]2)=[C:4]([CH3:28])[CH:3]=1.[ClH:29]. Product: [ClH:29].[Br:1][C:2]1[CH:7]=[C:6]([CH3:8])[C:5]([N:9]2[C:13]3[N:14]=[C:15]([CH3:26])[N:16]=[C:17]([N:18]4[CH2:23][CH2:22][CH:21]([CH2:24][OH:25])[CH2:20][CH2:19]4)[C:12]=3[C:11]([CH3:27])=[CH:10]2)=[C:4]([CH3:28])[CH:3]=1. The catalyst class is: 6. (3) Reactant: [OH:1][CH2:2][CH2:3][N:4]1[CH2:9][CH2:8][NH:7][CH2:6][CH2:5]1.Br[CH2:11][C:12]([NH:14][C:15]1[C:16]([O:28][CH2:29][C:30]([F:33])([F:32])[F:31])=[N:17][C:18]([CH3:27])=[CH:19][C:20]=1[O:21][CH2:22][C:23]([F:26])([F:25])[F:24])=[O:13].C(=O)([O-])[O-].[K+].[K+].O. Product: [F:31][C:30]([F:33])([F:32])[CH2:29][O:28][C:16]1[C:15]([NH:14][C:12](=[O:13])[CH2:11][N:7]2[CH2:8][CH2:9][N:4]([CH2:3][CH2:2][OH:1])[CH2:5][CH2:6]2)=[C:20]([O:21][CH2:22][C:23]([F:26])([F:25])[F:24])[CH:19]=[C:18]([CH3:27])[N:17]=1. The catalyst class is: 10. (4) Reactant: [NH2:1][C:2]1[N:6]([CH:7]2[CH2:12][CH2:11][S:10][CH2:9][CH2:8]2)[N:5]=[C:4]([CH2:13][CH3:14])[C:3]=1[C:15]([OH:17])=[O:16].CN(C(O[N:26]1[N:34]=[N:33][C:28]2[CH:29]=[CH:30][CH:31]=[N:32][C:27]1=2)=[N+](C)C)C.F[P-](F)(F)(F)(F)F.C1C=NC2N(O)N=NC=2C=1.CCN(C(C)C)C(C)C. Product: [CH2:13]([C:4]1[C:3]([C:15]([O:17][N:26]2[C:27]3=[N:32][CH:31]=[CH:30][CH:29]=[C:28]3[N:33]=[N:34]2)=[O:16])=[C:2]([NH2:1])[N:6]([CH:7]2[CH2:12][CH2:11][S:10][CH2:9][CH2:8]2)[N:5]=1)[CH3:14]. The catalyst class is: 46. (5) Reactant: [CH3:1][C:2]1[CH:7]=[C:6]([O:8][CH2:9][CH2:10][CH2:11][CH2:12][CH3:13])[CH:5]=[C:4]([CH3:14])[C:3]=1[NH:15][C:16](=[O:29])[CH:17]([O:23]C(OCC)C)[C:18]([CH3:22])([CH3:21])[CH2:19][OH:20]. Product: [CH3:1][C:2]1[CH:7]=[C:6]([O:8][CH2:9][CH2:10][CH2:11][CH2:12][CH3:13])[CH:5]=[C:4]([CH3:14])[C:3]=1[NH:15][C:16](=[O:29])[CH:17]([OH:23])[C:18]([CH3:22])([CH3:21])[CH2:19][OH:20]. The catalyst class is: 313. (6) Reactant: [C:1]([NH:9][C:10](=[CH:15][N:16]([CH3:18])C)[C:11]([O:13][CH3:14])=[O:12])(=[O:8])[C:2]1[CH:7]=[CH:6][CH:5]=[CH:4][CH:3]=1.N[C:20]1[CH:25]=[CH:24]C=[CH:22][CH:21]=1.Cl.O. Product: [C:1]([NH:9][C:10](=[CH:15][NH:16][C:18]1[CH:24]=[CH:25][CH:20]=[CH:21][CH:22]=1)[C:11]([O:13][CH3:14])=[O:12])(=[O:8])[C:2]1[CH:3]=[CH:4][CH:5]=[CH:6][CH:7]=1. The catalyst class is: 32. (7) Product: [CH3:41][O:40][C:36]1[CH:35]=[C:34]([NH:33][CH:26]([C:27]2[CH:32]=[CH:31][CH:30]=[CH:29][CH:28]=2)[C:8]([C:10]2[C:18]3[C:13](=[N:14][CH:15]=[CH:16][CH:17]=3)[NH:12][CH:11]=2)=[O:9])[CH:39]=[CH:38][CH:37]=1. Reactant: C(N(CC)CC)C.[CH:8]([C:10]1[C:18]2[C:13](=[N:14][CH:15]=[CH:16][CH:17]=2)[N:12](C(OC(C)(C)C)=O)[CH:11]=1)=[O:9].[CH:26](=[N:33][C:34]1[CH:39]=[CH:38][CH:37]=[C:36]([O:40][CH3:41])[CH:35]=1)[C:27]1[CH:32]=[CH:31][CH:30]=[CH:29][CH:28]=1. The catalyst class is: 433.